Task: Predict the reaction yield, written as a fraction of the theoretical maximum amount of product (1.0 means a 100% yield; for example, 0.34 means a 34% yield).. Dataset: Reaction yield outcomes from USPTO patents with 853,638 reactions (1) The reactants are [C:1]([C:5]1[CH:18]=[CH:17][C:8]([CH2:9][NH:10][C:11](=[N:14][C:15]#[N:16])SC)=[CH:7][CH:6]=1)([CH3:4])([CH3:3])[CH3:2].[NH2:19][CH2:20][CH2:21][C:22]1[CH:27]=[CH:26][CH:25]=[CH:24][N:23]=1. The catalyst is C1(C)C(C)=CC=CC=1. The product is [C:15]([N:14]=[C:11]([NH:19][CH2:20][CH2:21][C:22]1[CH:27]=[CH:26][CH:25]=[CH:24][N:23]=1)[NH:10][CH2:9][C:8]1[CH:17]=[CH:18][C:5]([C:1]([CH3:4])([CH3:3])[CH3:2])=[CH:6][CH:7]=1)#[N:16]. The yield is 0.300. (2) The reactants are [CH3:1][N:2]1[CH:10]=[C:9]2[C:4]([CH:5]=[CH:6][C:7]3[CH2:13][CH2:12][C@@H:11]([CH2:14][CH2:15][NH:16][C:17](=[O:19])[CH3:18])[C:8]=32)=[N:3]1.[Cl:20]N1C(=O)CCC1=O. The catalyst is C(#N)C. The product is [Cl:20][C:10]1[N:2]([CH3:1])[N:3]=[C:4]2[C:9]=1[C:8]1[C@H:11]([CH2:14][CH2:15][NH:16][C:17](=[O:19])[CH3:18])[CH2:12][CH2:13][C:7]=1[CH:6]=[CH:5]2. The yield is 0.220.